This data is from Forward reaction prediction with 1.9M reactions from USPTO patents (1976-2016). The task is: Predict the product of the given reaction. Given the reactants [F:1][C:2]([F:23])([F:22])[CH2:3][O:4][C:5]1[CH:10]=[CH:9][C:8]([N:11]2[CH2:15][C@@H:14]3[CH2:16][C@@:17]4([CH2:20][O:19]4)[CH2:18][N:13]3[C:12]2=[O:21])=[CH:7][CH:6]=1.[H-].[Na+].[CH2:26]([OH:30])[CH2:27][CH2:28][CH3:29], predict the reaction product. The product is: [CH2:26]([O:30][CH2:20][C@@:17]1([OH:19])[CH2:18][N:13]2[C:12](=[O:21])[N:11]([C:8]3[CH:7]=[CH:6][C:5]([O:4][CH2:3][C:2]([F:23])([F:1])[F:22])=[CH:10][CH:9]=3)[CH2:15][C@@H:14]2[CH2:16]1)[CH2:27][CH2:28][CH3:29].